Dataset: Forward reaction prediction with 1.9M reactions from USPTO patents (1976-2016). Task: Predict the product of the given reaction. (1) Given the reactants Cl[C:2]1[N:3]=[N+:4]([O-:12])[C:5]2[CH:11]=[CH:10][CH:9]=[CH:8][C:6]=2[N:7]=1.[CH2:13]([Sn](CCCC)(CCCC)CCCC)[CH:14]=[CH2:15], predict the reaction product. The product is: [CH2:15]([C:2]1[N:3]=[N+:4]([O-:12])[C:5]2[CH:11]=[CH:10][CH:9]=[CH:8][C:6]=2[N:7]=1)[CH:14]=[CH2:13]. (2) The product is: [Cl:25][C:24]1[CH:23]=[N:22][C:21]2[NH:1][C:2]3[CH:7]=[N:6][CH:5]=[C:4]([CH:3]=3)[CH2:8][CH2:9][C:10]3[CH:11]=[C:12]([NH:18][C:19]=1[N:20]=2)[CH:13]=[CH:14][C:15]=3[O:16][CH3:17]. Given the reactants [NH2:1][C:2]1[CH:3]=[C:4]([CH2:8][CH2:9][C:10]2[CH:11]=[C:12]([NH:18][C:19]3[C:24]([Cl:25])=[CH:23][N:22]=[C:21](Cl)[N:20]=3)[CH:13]=[CH:14][C:15]=2[O:16][CH3:17])[CH:5]=[N:6][CH:7]=1.O1CCOCC1.C(=O)([O-])[O-].[Cs+].[Cs+], predict the reaction product. (3) Given the reactants [C:1]([NH:4][C:5]1[N:6]=[C:7]([C:10]2[CH:11]=[C:12]3[C:17](=[CH:18][CH:19]=2)[C:16](=[O:20])[N:15]([CH2:21][CH:22]([CH3:24])[CH3:23])[C:14]([CH2:25][NH:26]C(=O)OC(C)(C)C)=[C:13]3[C:34]2[CH:39]=[CH:38][CH:37]=[CH:36][CH:35]=2)[S:8][CH:9]=1)(=[O:3])[CH3:2].[ClH:40], predict the reaction product. The product is: [ClH:40].[NH2:26][CH2:25][C:14]1[N:15]([CH2:21][CH:22]([CH3:24])[CH3:23])[C:16](=[O:20])[C:17]2[C:12]([C:13]=1[C:34]1[CH:35]=[CH:36][CH:37]=[CH:38][CH:39]=1)=[CH:11][C:10]([C:7]1[S:8][CH:9]=[C:5]([NH:4][C:1](=[O:3])[CH3:2])[N:6]=1)=[CH:19][CH:18]=2. (4) Given the reactants [NH2:1][C:2]1[C:6]2[CH:7]=[C:8]([Cl:11])[CH:9]=[CH:10][C:5]=2[O:4][C:3]=1[C:12](=[O:27])[C:13]1[CH:18]=[CH:17][CH:16]=[CH:15][C:14]=1[O:19]CC1C=CC=CC=1, predict the reaction product. The product is: [NH2:1][C:2]1[C:6]2[CH:7]=[C:8]([Cl:11])[CH:9]=[CH:10][C:5]=2[O:4][C:3]=1[C:12](=[O:27])[C:13]1[CH:18]=[CH:17][CH:16]=[CH:15][C:14]=1[OH:19]. (5) Given the reactants C([O:8][N:9]1[C:14]2[N:15]=[CH:16][N:17]=[C:18]([CH3:19])[C:13]=2[C:12]([NH:20][CH2:21][C:22]2[CH:27]=[CH:26][C:25]([NH:28][S:29]([C:32]3[CH:37]=[CH:36][CH:35]=[CH:34][CH:33]=3)(=[O:31])=[O:30])=[CH:24][CH:23]=2)=[CH:11][C:10]1=[O:38])C1C=CC=CC=1.CO.[H][H], predict the reaction product. The product is: [OH:8][N:9]1[C:14]2[N:15]=[CH:16][N:17]=[C:18]([CH3:19])[C:13]=2[C:12]([NH:20][CH2:21][C:22]2[CH:23]=[CH:24][C:25]([NH:28][S:29]([C:32]3[CH:33]=[CH:34][CH:35]=[CH:36][CH:37]=3)(=[O:31])=[O:30])=[CH:26][CH:27]=2)=[CH:11][C:10]1=[O:38]. (6) Given the reactants C(Cl)(=O)C(Cl)=O.[F:7][C:8]([F:22])([F:21])/[CH:9]=[CH:10]/[C:11]1[CH:19]=[CH:18][C:14]([C:15]([OH:17])=O)=[C:13]([CH3:20])[CH:12]=1.[N:23]1[C:32]2[C:27](=[CH:28][C:29]([NH2:33])=[CH:30][CH:31]=2)[N:26]=[CH:25][CH:24]=1.CCN(CC)CC, predict the reaction product. The product is: [CH3:20][C:13]1[CH:12]=[C:11](/[CH:10]=[CH:9]/[C:8]([F:7])([F:22])[F:21])[CH:19]=[CH:18][C:14]=1[C:15]([NH:33][C:29]1[CH:28]=[C:27]2[C:32](=[CH:31][CH:30]=1)[N:23]=[CH:24][CH:25]=[N:26]2)=[O:17]. (7) Given the reactants [CH:1]1([C@H:7]([OH:21])[CH2:8][NH:9][CH2:10][C:11]23[CH2:20][CH:15]4[CH2:16][CH:17]([CH2:19][CH:13]([CH2:14]4)[CH2:12]2)[CH2:18]3)[CH2:6][CH2:5][CH2:4][CH2:3][CH2:2]1.CCN(CC)CC.Cl[C:30](Cl)([O:32]C(=O)OC(Cl)(Cl)Cl)Cl, predict the reaction product. The product is: [C:11]12([CH2:10][N:9]3[CH2:8][C@H:7]([CH:1]4[CH2:2][CH2:3][CH2:4][CH2:5][CH2:6]4)[O:21][C:30]3=[O:32])[CH2:12][CH:13]3[CH2:19][CH:17]([CH2:16][CH:15]([CH2:14]3)[CH2:20]1)[CH2:18]2.